Dataset: Acute oral toxicity (LD50) regression data from Zhu et al.. Task: Regression/Classification. Given a drug SMILES string, predict its toxicity properties. Task type varies by dataset: regression for continuous values (e.g., LD50, hERG inhibition percentage) or binary classification for toxic/non-toxic outcomes (e.g., AMES mutagenicity, cardiotoxicity, hepatotoxicity). Dataset: ld50_zhu. (1) The compound is CC1CC(C)(C)CC(OOC(C)(C)C)(OOC(C)(C)C)C1. The rat oral LD50 is 1.37, given as -log10 of the dose in mol/kg body weight (higher means more acutely toxic). (2) The compound is COP(=S)(OC)Oc1ccc(S(C)(=O)=O)c(C)c1. The rat oral LD50 is 3.40, given as -log10 of the dose in mol/kg body weight (higher means more acutely toxic).